Task: Regression/Classification. Given a drug SMILES string, predict its absorption, distribution, metabolism, or excretion properties. Task type varies by dataset: regression for continuous measurements (e.g., permeability, clearance, half-life) or binary classification for categorical outcomes (e.g., BBB penetration, CYP inhibition). Dataset: cyp2d6_substrate_carbonmangels.. Dataset: CYP2D6 substrate classification data from Carbon-Mangels et al. (1) The compound is NC(N)=Nc1nc(CSCC/C(N)=N\S(N)(=O)=O)cs1. The result is 0 (non-substrate). (2) The molecule is S=P(N1CC1)(N1CC1)N1CC1. The result is 0 (non-substrate). (3) The compound is N#Cc1ccc(C(c2ccc(C#N)cc2)n2cncn2)cc1. The result is 0 (non-substrate). (4) The molecule is COc1ccc2c(c1)[C@@]13CCCC[C@H]1[C@@H](C2)N(C)CC3. The result is 1 (substrate). (5) The compound is ClC1=C(Cl)[C@]2(Cl)[C@@H]3[C@@H]4C[C@H]([C@@H]3[C@@]1(Cl)C2(Cl)Cl)[C@H]1O[C@@H]41. The result is 0 (non-substrate). (6) The compound is COc1ccc([C@@H]2Sc3ccccc3N(CCN(C)C)C(=O)[C@@H]2OC(C)=O)cc1. The result is 1 (substrate). (7) The drug is CC(=O)[C@H]1CC[C@H]2[C@@H]3CC[C@H]4C[C@](C)(O)CC[C@]4(C)[C@H]3CC[C@]12C. The result is 0 (non-substrate). (8) The result is 0 (non-substrate). The molecule is C[C@H]1COc2c(N3CCN(C)CC3)c(F)cc3c(=O)c(C(=O)O)cn1c23.